Dataset: Reaction yield outcomes from USPTO patents with 853,638 reactions. Task: Predict the reaction yield, written as a fraction of the theoretical maximum amount of product (1.0 means a 100% yield; for example, 0.34 means a 34% yield). (1) The reactants are [Br:1][C:2]1[C:11]([O:12]C)=[CH:10][CH:9]=[C:8]2[C:3]=1[CH:4]=[CH:5][C:6]([CH3:14])=[N:7]2. The catalyst is Br. The product is [Br:1][C:2]1[C:11]([OH:12])=[CH:10][CH:9]=[C:8]2[C:3]=1[CH:4]=[CH:5][C:6]([CH3:14])=[N:7]2. The yield is 0.920. (2) The reactants are C(C1C=C(NC2N=C(NC3C=CC=C(C(O)=O)C=3)C(F)=CN=2)C=CC=1)(O)=O.[OH:28][C:29]1[CH:30]=[C:31]([NH:39][C:40]2[N:45]=[C:44]([NH:46][C:47]3[CH:52]=[CH:51][C:50]([C:53]([O:55]C)=[O:54])=[C:49]([OH:57])[CH:48]=3)[C:43]([F:58])=[CH:42][N:41]=2)[CH:32]=[CH:33][C:34]=1[C:35]([O:37]C)=[O:36].[OH-].[Na+]. No catalyst specified. The product is [OH:28][C:29]1[CH:30]=[C:31]([NH:39][C:40]2[N:45]=[C:44]([NH:46][C:47]3[CH:52]=[CH:51][C:50]([C:53]([OH:55])=[O:54])=[C:49]([OH:57])[CH:48]=3)[C:43]([F:58])=[CH:42][N:41]=2)[CH:32]=[CH:33][C:34]=1[C:35]([OH:37])=[O:36]. The yield is 0.770. (3) The reactants are Cl.[CH:2]([N:5]([CH2:17][C:18]1[CH:23]=[CH:22][C:21]([C:24]2[N:25]=[C:26]([CH2:29]Cl)[S:27][CH:28]=2)=[CH:20][CH:19]=1)[C:6]1[CH:11]=[CH:10][C:9]([CH:12]([CH2:15][CH3:16])[CH2:13][CH3:14])=[CH:8][CH:7]=1)([CH3:4])[CH3:3].[OH:31][C:32]1[CH:33]=[N:34][CH:35]=[C:36]([CH:41]=1)[C:37]([O:39][CH3:40])=[O:38].C(=O)([O-])[O-].[K+].[K+].[I-].[K+]. The catalyst is CN(C)C=O.O.C(OCC)(=O)C. The product is [CH3:40][O:39][C:37](=[O:38])[C:36]1[CH:41]=[C:32]([O:31][CH2:29][C:26]2[S:27][CH:28]=[C:24]([C:21]3[CH:22]=[CH:23][C:18]([CH2:17][N:5]([C:6]4[CH:11]=[CH:10][C:9]([CH:12]([CH2:15][CH3:16])[CH2:13][CH3:14])=[CH:8][CH:7]=4)[CH:2]([CH3:4])[CH3:3])=[CH:19][CH:20]=3)[N:25]=2)[CH:33]=[N:34][CH:35]=1. The yield is 0.457.